This data is from NCI-60 drug combinations with 297,098 pairs across 59 cell lines. The task is: Regression. Given two drug SMILES strings and cell line genomic features, predict the synergy score measuring deviation from expected non-interaction effect. Drug 1: C1CCC(C1)C(CC#N)N2C=C(C=N2)C3=C4C=CNC4=NC=N3. Cell line: RPMI-8226. Drug 2: C1=C(C(=O)NC(=O)N1)F. Synergy scores: CSS=69.3, Synergy_ZIP=-8.31, Synergy_Bliss=-18.3, Synergy_Loewe=-22.6, Synergy_HSA=-19.8.